The task is: Binary Classification. Given a miRNA mature sequence and a target amino acid sequence, predict their likelihood of interaction.. This data is from Experimentally validated miRNA-target interactions with 360,000+ pairs, plus equal number of negative samples. (1) The miRNA is hsa-miR-4685-5p with sequence CCCAGGGCUUGGAGUGGGGCAAGGUU. The protein sequence of the target gene is MPVPPPPPPPLPPPPPPLGAPPPPPPSAPPVSTDTSSLRRADPKGRSALLADIQQGTRLRKVTQINDRSAPQIESSKGTNKEGGGSANTRGASTPPTLGDLFAGGFPVLRPAGQRDVAGGKTGQGPGSRAPSPRLPNKTISGPLIPPASPRLGNTSEAHGAARTAPPRPNVPAPPPPTPPPPPPPLPPPLPSSSPIKTPLVSPPGPLTKGNLPVVAPPVPCAPPPPPPPPPPTPPPLPPASVLSDKAVKPQLAPLHLPPIPPPLPLLPPCGYPGLKAEPASPAQDAQEPPAPPPPLPPYA.... Result: 1 (interaction). (2) The miRNA is hsa-miR-208b-5p with sequence AAGCUUUUUGCUCGAAUUAUGU. The protein sequence of the target gene is MLAATCNKIGSPSPSPSSLSDSSSSFGKGFHPWKRSSSSSSASCNVVGSSLSSFGVSGASRNGGSSSAAAAAAAAAAAAAALVSDSFSCGGSPGSSAFSLTSSSAAAAAAAAAAAASSSPFANDYSVFQAPGVSGGSGGGGGGGGGGSSAHSQDGSHQPVFISKVHTSVDGLQGIYPRVGMAHPYESWFKPSHPGLGAAGEVGSAGASSWWDVGAGWIDVQNPNSAAALPGSLHPAAGGLQTSLHSPLGGYNSDYSGLSHSAFSSGASSHLLSPAGQHLMDGFKPVLPGSYPDSAPSPLA.... Result: 1 (interaction). (3) The miRNA is hsa-miR-6752-3p with sequence UCCCUGCCCCCAUACUCCCAG. The protein sequence of the target gene is MAPNASCLCVHVRSEEWDLMTFDANPYDSVKKIKEHVRSKTKVPVQDQVLLLGSKILKPRRSLSSYGIDKEKTIHLTLKVVKPSDEELPLFLVESGDEAKRHLLQVRRSSSVAQVKAMIETKTGIIPETQIVTCNGKRLEDGKMMADYGIRKGNLLFLACYCIGG. Result: 1 (interaction). (4) The miRNA is mmu-miR-1969 with sequence AAGAUGGAGACUUUAACAUGGGU. The protein sequence of the target gene is MWSGPPQPDQGLPPPLAAVPVPWKSTDPCQGHRESPGALVETSAGEEAQGQEGPAAAQLDVLRLRSSSMEIREKGSEFLKEELHRAQKELKLKDEECERLSKVREQLEQELEELTASLFEEAHKMVREANMKQAASEKQLKEARGKIDMLQAEVTALKTLVITSTPASPNRELHPQLLSPTKAGPRKGHSRHKSTSSTLCPAVCPAAGHTLTPDREGKEVDTILFAEFQAWRESPTLDKTCPFLERVYREDVGPCLDFTMQELSVLVRAAVEDNTLTIEPVASQTLPTVKVAEVDCSSTN.... Result: 0 (no interaction). (5) The miRNA is hsa-miR-4295 with sequence CAGUGCAAUGUUUUCCUU. The protein sequence of the target gene is MGLKLNGRYISLILAVQIAYLVQAVRAAGKCDAVFKGFSDCLLKLGDSMANYPQGLDDKTNIKTVCTYWEDFHSCTVTALTDCQEGAKDMWDKLRKESKNLNIQGSLFELCGSGNGAAGSLLPAFPVLLVSLSAALATWLSF. Result: 0 (no interaction). (6) The miRNA is hsa-miR-203b-3p with sequence UUGAACUGUUAAGAACCACUGGA. The protein sequence of the target gene is MEGLTLSDAEQKYYSDLFSYCDIESTKKVVVNGRVLELFRAAQLPNDVVLQIMELCGATRLGYFGRSQFYIALKLVAVAQSGFPLRVESINTVKDLPLPRFVASKNEQESRHAASYSSDSENQGSYSGVIPPPPGRGQVKKGSVSHDTVQPRTSADAQEPASPVVSPQQSPPTSPHTWRKHSRHPSGGNSERPLAGPGPFWSPFGEAQSGSSAGDAVWSGHSPPPPQENWVSFADTPPTSTLLTMHPASVQDQTTVRTVASATTAIEIRRQSSSYDDPWKITDEQRQYYVNQFKTIQPDL.... Result: 0 (no interaction). (7) The miRNA is hsa-miR-4665-3p with sequence CUCGGCCGCGGCGCGUAGCCCCCGCC. The protein sequence of the target gene is MSQGRGKYDFYIGLGLAMSSSIFIGGSFILKKKGLLRLARKGSMRAGQGGHAYLKEWLWWAGLLSMGAGEVANFAAYAFAPATLVTPLGALSVLVSAILSSYFLNERLNLHGKIGCLLSILGSTVMVIHAPKEEEIETLNEMSHKLGDPGFVVFATLVVIVALILIFVVGPRHGQTNILVYITICSVIGAFSVSCVKGLGIAIKELFAGKPVLRHPLAWILLLSLIVCVSTQINYLNRALDIFNTSIVTPIYYVFFTTSVLTCSAILFKEWQDMPVDDVIGTLSGFFTIIVGIFLLHAFK.... Result: 0 (no interaction). (8) The miRNA is hsa-miR-6739-3p with sequence AUUGUUCUGUCUUUCUCCCAG. The protein sequence of the target gene is MDPNCSCATGGSCTCAGSCKCKECKCTSCKKSCCSCCPVGCAKCAQGCVCKGASEKCSCCA. Result: 1 (interaction). (9) The miRNA is hsa-miR-519d-3p with sequence CAAAGUGCCUCCCUUUAGAGUG. The protein sequence of the target gene is MVLESVVADLLNRFLGDYVENLNKSQLKLGIWGGNVALDNLQIKENALSELDVPFKVKAGQIDKLTLKIPWKNLYGEAVVATLEGLYLLVVPGASIKYDAVKEEKSLQDVKQKELSRIEEALQKAAEKGTHSGEFIYGLENFVYKDIKPGRKRKKHKKHFKKPFKGLDRSKDKPKEAKKDTFVEKLATQVIKNVQVKITDIHIKYEDDVTDPKRPLSFGVTLGELSLLTANEHWTPCILNEADKIIYKLIRLDSLSAYWNVNCSMSYQRSREQILDQLKNEILTSGNIPPNYQYIFQPIS.... Result: 1 (interaction). (10) The miRNA is mmu-miR-486a-5p with sequence UCCUGUACUGAGCUGCCCCGAG. The protein sequence of the target gene is MQREEKQLEASLDALLNQVADLKNSLGSFIYKLENEYDRLTWPSVLDSFALLSGQLNTLNKVLKHEKTPLFRNQVIIPLVLSPDRDEDLMRQTEGRVPVFSHEVVPDHLRTKPDPEVEEQEKQLTTDAARIGADAAQKQIQSLNKMCSNLLEKISKEERESESGGLRPNKQTFNPGDTNALVAAVAFGKGLSNWRPSGSSGPGQPGQPGAGTILAGASGLPQVQMPGAPNQQQPMLSGVQMAQAGQPGKMPSGIKTNIKSASMHPYQR. Result: 0 (no interaction).